From a dataset of Peptide-MHC class I binding affinity with 185,985 pairs from IEDB/IMGT. Regression. Given a peptide amino acid sequence and an MHC pseudo amino acid sequence, predict their binding affinity value. This is MHC class I binding data. (1) The peptide sequence is RMNAVSTIL. The MHC is BoLA-D18.4 with pseudo-sequence BoLA-D18.4. The binding affinity (normalized) is 0.477. (2) The peptide sequence is SESRLVNQI. The MHC is Mamu-B1001 with pseudo-sequence Mamu-B1001. The binding affinity (normalized) is 0. (3) The peptide sequence is ALANTIEV. The MHC is HLA-A02:03 with pseudo-sequence HLA-A02:03. The binding affinity (normalized) is 0.624. (4) The peptide sequence is ITMSAEVAELY. The MHC is Mamu-A02 with pseudo-sequence Mamu-A02. The binding affinity (normalized) is 0.772. (5) The peptide sequence is FSMELPSFGV. The MHC is HLA-A02:03 with pseudo-sequence HLA-A02:03. The binding affinity (normalized) is 0.867. (6) The binding affinity (normalized) is 0.425. The MHC is BoLA-D18.4 with pseudo-sequence BoLA-D18.4. The peptide sequence is KQWGWFALL. (7) The peptide sequence is QIIHDFVDK. The MHC is HLA-A02:01 with pseudo-sequence HLA-A02:01. The binding affinity (normalized) is 0.